This data is from Full USPTO retrosynthesis dataset with 1.9M reactions from patents (1976-2016). The task is: Predict the reactants needed to synthesize the given product. (1) Given the product [CH3:17][O:18][C:19](=[O:27])[C@@H:20]([NH:26][C:9]([O:11][C:12]([CH3:13])([CH3:14])[CH3:15])=[O:10])[C@H:21]([N:23]=[N+:24]=[N-:25])[CH3:22], predict the reactants needed to synthesize it. The reactants are: [C:9](O[C:9]([O:11][C:12]([CH3:15])([CH3:14])[CH3:13])=[O:10])([O:11][C:12]([CH3:15])([CH3:14])[CH3:13])=[O:10].Cl.[CH3:17][O:18][C:19](=[O:27])[C@@H:20]([NH2:26])[C@H:21]([N:23]=[N+:24]=[N-:25])[CH3:22].CCN(C(C)C)C(C)C. (2) Given the product [Br:1][C:2]1[C:3]2[N:15]([CH2:16][CH3:17])[C:10]([C:11](=[N:34][OH:35])[C:12]#[N:13])=[N:9][C:4]=2[C:5]([Cl:8])=[N:6][CH:7]=1, predict the reactants needed to synthesize it. The reactants are: [Br:1][C:2]1[C:3]([NH:15][CH2:16][CH3:17])=[C:4]([NH:9][C:10](=O)[CH2:11][C:12]#[N:13])[C:5]([Cl:8])=[N:6][CH:7]=1.BrC1C2N(CC)C(CC#N)=NC=2C(Cl)=NC=1.[N+:34]([O-])([O-])=[O:35].[Na+]. (3) Given the product [OH:8][CH2:9][CH:10]1[CH2:14][O:13][C:12](=[O:15])[N:11]1[CH2:16][CH2:17][CH2:18][CH2:19][CH2:20][CH2:21][C:22]([O:24][CH2:25][CH3:26])=[O:23], predict the reactants needed to synthesize it. The reactants are: C(OC([O:8][CH2:9][CH:10]1[CH2:14][O:13][C:12](=[O:15])[N:11]1[CH2:16][CH2:17][CH2:18][CH2:19][CH2:20][CH2:21][C:22]([O:24][CH2:25][CH3:26])=[O:23])=O)(C)(C)C. (4) Given the product [CH3:10][S:11]([O:15][CH2:16][CH2:17][S:18][S:19][CH2:20][CH2:21][O:22][S:11]([CH3:10])(=[O:13])=[O:12])(=[O:13])=[O:12], predict the reactants needed to synthesize it. The reactants are: C(N(CC)C(C)C)(C)C.[CH3:10][S:11](Cl)(=[O:13])=[O:12].[OH:15][CH2:16][CH2:17][S:18][S:19][CH2:20][CH2:21][OH:22]. (5) The reactants are: [CH2:1]([O:8][CH:9]1[CH:14]([O:15][CH2:16][C:17]2[CH:22]=[CH:21][CH:20]=[CH:19][CH:18]=2)[CH:13]([CH2:23][O:24][CH2:25][C:26]2[CH:31]=[CH:30][CH:29]=[CH:28][CH:27]=2)[O:12][CH:11]([OH:32])[CH:10]1[O:33][C:34](=[O:36])[CH3:35])[C:2]1[CH:7]=[CH:6][CH:5]=[CH:4][CH:3]=1.[H-].[Na+].[CH:39]1[CH:44]=[CH:43][C:42]([CH2:45]Br)=[CH:41][CH:40]=1.CO. Given the product [CH2:45]([O:32][CH:11]1[CH:10]([O:33][C:34](=[O:36])[CH3:35])[CH:9]([O:8][CH2:1][C:2]2[CH:7]=[CH:6][CH:5]=[CH:4][CH:3]=2)[CH:14]([O:15][CH2:16][C:17]2[CH:22]=[CH:21][CH:20]=[CH:19][CH:18]=2)[CH:13]([CH2:23][O:24][CH2:25][C:26]2[CH:31]=[CH:30][CH:29]=[CH:28][CH:27]=2)[O:12]1)[C:42]1[CH:43]=[CH:44][CH:39]=[CH:40][CH:41]=1, predict the reactants needed to synthesize it. (6) Given the product [CH3:12][N:13]1[C:21]2[CH:20]=[CH:19][CH:18]=[CH:17][C:16]=2[C:15]2[C:22](=[O:26])[N:23]([CH2:34][C:30]3[N:31]=[CH:32][NH:33][C:29]=3[CH3:28])[CH2:24][CH2:25][C:14]1=2, predict the reactants needed to synthesize it. The reactants are: CC1C=CC(S(O)(=O)=O)=CC=1.[CH3:12][N:13]1[C:21]2[CH:20]=[CH:19][CH:18]=[CH:17][C:16]=2[C:15]2[C:22](=[O:26])[NH:23][CH2:24][CH2:25][C:14]1=2.Cl.[CH3:28][C:29]1[NH:33][CH:32]=[N:31][C:30]=1[CH2:34]O.